This data is from Reaction yield outcomes from USPTO patents with 853,638 reactions. The task is: Predict the reaction yield, written as a fraction of the theoretical maximum amount of product (1.0 means a 100% yield; for example, 0.34 means a 34% yield). (1) The reactants are N1(C2CCCCCCCCCC2)CCCN=CCCCCC1.[CH3:23][N:24]1[N:33]=[N:32][C:31]2[N:27]([CH:28]=[N:29][C:30]=2[C:34]([NH2:36])=[O:35])[C:25]1=[O:26].IC[C:39]([O:41][CH2:42][CH3:43])=[O:40].Cl. The catalyst is C(#N)C. The product is [C:34]([C:30]1[N:29]=[CH:28][N:27]2[C:25](=[O:26])[N:24]([CH2:23][C:39]([O:41][CH2:42][CH3:43])=[O:40])[N:33]=[N:32][C:31]=12)(=[O:35])[NH2:36]. The yield is 0.130. (2) The reactants are [F:1][C:2]([F:30])([F:29])[C:3]([CH:18]=[N:19][C:20]1[CH:28]=[CH:27][CH:26]=[C:25]2[C:21]=1[CH:22]=[N:23][NH:24]2)([OH:17])[CH2:4][C:5]([C:8]1[CH:13]=[CH:12][CH:11]=[C:10]([F:14])[C:9]=1[O:15][CH3:16])([CH3:7])[CH3:6].C(=O)(O)[O-].[Na+].C(OCC)(=O)C. The catalyst is ClCCl.Cl[Ti](Cl)(Cl)Cl. The product is [F:14][C:10]1[C:9]([O:15][CH3:16])=[C:8]2[C:13](=[CH:12][CH:11]=1)[CH:18]([NH:19][C:20]1[CH:28]=[CH:27][CH:26]=[C:25]3[C:21]=1[CH:22]=[N:23][NH:24]3)[C:3]([C:2]([F:29])([F:1])[F:30])([OH:17])[CH2:4][C:5]2([CH3:7])[CH3:6]. The yield is 0.811. (3) The reactants are Br[C:2]1[CH:3]=[N:4][CH:5]=[C:6]([F:8])[CH:7]=1.[C:9](=[N:22][NH2:23])([C:16]1[CH:21]=[CH:20][CH:19]=[CH:18][CH:17]=1)[C:10]1[CH:15]=[CH:14][CH:13]=[CH:12][CH:11]=1.N#N.CC(C)([O-])C.[Na+]. The catalyst is C([O-])(=O)C.[Pd+2].C([O-])(=O)C.CC1(C)C2C(=C(P(C3C=CC=CC=3)C3C=CC=CC=3)C=CC=2)OC2C(P(C3C=CC=CC=3)C3C=CC=CC=3)=CC=CC1=2. The product is [C:10]1([C:9]([C:16]2[CH:21]=[CH:20][CH:19]=[CH:18][CH:17]=2)=[N:22][NH:23][C:2]2[CH:3]=[N:4][CH:5]=[C:6]([F:8])[CH:7]=2)[CH:11]=[CH:12][CH:13]=[CH:14][CH:15]=1. The yield is 0.720. (4) The reactants are [NH2:1][C:2]1[CH:3]=[C:4]2[C:8](=[CH:9][CH:10]=1)[CH2:7][CH2:6][CH2:5]2.[C:11](OC(=O)C)(=[O:13])[CH3:12].O. The catalyst is N1C=CC=CC=1. The product is [C:11]([NH:1][C:2]1[CH:3]=[C:4]2[C:8](=[CH:9][CH:10]=1)[CH2:7][CH2:6][CH2:5]2)(=[O:13])[CH3:12]. The yield is 0.780. (5) The catalyst is C(#N)C.[Cu]I. The reactants are [N:1]([C:4]1[CH:5]=[CH:6][C:7]2[O:11][C:10]([C:12]3[S:16][CH:15]=[N:14][CH:13]=3)=[N:9][C:8]=2[CH:17]=1)=[N+:2]=[N-:3].CC(N(C1C=CC(Cl)=CC=1)C(=O)[O:23][C:24]1[CH:29]=CC=[C:26](C(=O)C)[CH:25]=1)C.CCN(C(C)C)C(C)C.C(OCC)(=O)C.[CH3:56][CH2:57][CH2:58][CH2:59][CH2:60][CH3:61]. The product is [O:23]([CH:24]([C:25]1[N:3]=[N:2][N:1]([C:4]2[CH:5]=[CH:6][C:7]3[O:11][C:10]([C:12]4[S:16][CH:15]=[N:14][CH:13]=4)=[N:9][C:8]=3[CH:17]=2)[CH:26]=1)[CH3:29])[C:58]1[CH:57]=[CH:56][CH:61]=[CH:60][CH:59]=1. The yield is 0.840. (6) The reactants are [N+:1]([C:4]1[C:12]2[C:11]3[CH:13]=[CH:14][CH:15]=[CH:16][C:10]=3[O:9][C:8]=2[CH:7]=[CH:6][CH:5]=1)([O-])=O. The catalyst is [Pd].C(OC(=O)C)C. The product is [C:4]1([NH2:1])[C:12]2[C:11]3[CH:13]=[CH:14][CH:15]=[CH:16][C:10]=3[O:9][C:8]=2[CH:7]=[CH:6][CH:5]=1. The yield is 0.820. (7) The reactants are [CH3:1][O:2][C:3]1[CH:8]=[CH:7][CH:6]=[CH:5][C:4]=1[C:9]1[CH:17]=[C:16]2[C:12]([CH2:13][C:14](=[O:18])[NH:15]2)=[CH:11][CH:10]=1.[CH:19]([C:21]1[NH:22][C:23]2[CH2:24][CH2:25][CH2:26][CH2:27][C:28]=2[C:29]=1[CH2:30][CH2:31][C:32]([OH:34])=[O:33])=O. The catalyst is N1CCCCC1.C(O)C. The product is [CH3:1][O:2][C:3]1[CH:8]=[CH:7][CH:6]=[CH:5][C:4]=1[C:9]1[CH:17]=[C:16]2[C:12]([C:13](=[CH:19][C:21]3[NH:22][C:23]4[CH2:24][CH2:25][CH2:26][CH2:27][C:28]=4[C:29]=3[CH2:30][CH2:31][C:32]([OH:34])=[O:33])[C:14](=[O:18])[NH:15]2)=[CH:11][CH:10]=1. The yield is 0.350. (8) The reactants are C([O:3][C:4](=[O:36])[CH:5]([C:29]1[CH:30]=[C:31]([CH3:35])[CH:32]=[CH:33][CH:34]=1)[CH2:6][C:7]1[CH:11]=[C:10]([C:12]2[CH:17]=[CH:16][C:15]([NH:18][CH2:19][CH:20]=[CH2:21])=[CH:14][CH:13]=2)[N:9]([C:22]2[CH:27]=[CH:26][C:25]([CH3:28])=[CH:24][CH:23]=2)[N:8]=1)C.C(P(C(C)(C)C)C1C=CC=CC=1C1C=CC=CC=1)(C)(C)C.[O-]P([O-])([O-])=O.[K+].[K+].[K+].C(OC(=O)C(C1C=C(C)C=CC=1)CC1C=C(C2C=CC(Br)=CC=2)N(C2C=CC(C)=CC=2)N=1)C.C(N)C=C. The catalyst is C1(C)C=CC=CC=1.O.C(OCC)(=O)C. The product is [CH2:19]([NH:18][C:15]1[CH:14]=[CH:13][C:12]([C:10]2[N:9]([C:22]3[CH:27]=[CH:26][C:25]([CH3:28])=[CH:24][CH:23]=3)[N:8]=[C:7]([CH2:6][CH:5]([C:29]3[CH:30]=[C:31]([CH3:35])[CH:32]=[CH:33][CH:34]=3)[C:4]([OH:36])=[O:3])[CH:11]=2)=[CH:17][CH:16]=1)[CH:20]=[CH2:21]. The yield is 0.470.